The task is: Predict the reactants needed to synthesize the given product.. This data is from Full USPTO retrosynthesis dataset with 1.9M reactions from patents (1976-2016). (1) The reactants are: [O:1]([CH2:9][CH2:10][NH:11][C:12](=[O:40])[CH2:13][CH2:14][CH2:15][C:16]1([C:34]2[CH:39]=[CH:38][CH:37]=[CH:36][CH:35]=2)[N:20]([C:21](=[O:26])[C:22]([CH3:25])([CH3:24])[CH3:23])[N:19]=[C:18]([NH:27][C:28](=[O:33])[C:29]([CH3:32])([CH3:31])[CH3:30])[S:17]1)[Si](C(C)(C)C)(C)C.[F-].C([N+](CCCC)(CCCC)CCCC)CCC.O. Given the product [CH3:23][C:22]([CH3:25])([CH3:24])[C:21]([N:20]1[N:19]=[C:18]([NH:27][C:28](=[O:33])[C:29]([CH3:30])([CH3:31])[CH3:32])[S:17][C:16]1([CH2:15][CH2:14][CH2:13][C:12]([NH:11][CH2:10][CH2:9][OH:1])=[O:40])[C:34]1[CH:39]=[CH:38][CH:37]=[CH:36][CH:35]=1)=[O:26], predict the reactants needed to synthesize it. (2) Given the product [Br:2][C:3]1[CH:4]=[C:5]([CH:19]=[CH:20][CH:21]=1)[C:6]([C:7]1[N:8]2[C:17]3[C:12]([CH:11]=[CH:10][C:9]2=[C:37]([C:36]#[N:39])[CH:38]=1)=[CH:13][CH:14]=[CH:15][CH:16]=3)=[O:18], predict the reactants needed to synthesize it. The reactants are: [Br-].[Br:2][C:3]1[CH:4]=[C:5]([CH:19]=[CH:20][CH:21]=1)[C:6](=[O:18])[CH2:7][N+:8]1[C:17]2[C:12](=[CH:13][CH:14]=[CH:15][CH:16]=2)[CH:11]=[CH:10][CH:9]=1.[Cr](O[Cr]([O-])(=O)=O)([O-])(=O)=O.C(=O)(O)[O-].[Na+].[C:36](#[N:39])[CH:37]=[CH2:38]. (3) Given the product [OH:4][CH2:3][CH2:2][S:1][CH2:7][C:6]([C:15]1[CH:24]=[CH:23][C:18]2[NH:19][C:20](=[O:22])[NH:21][C:17]=2[CH:16]=1)=[O:5], predict the reactants needed to synthesize it. The reactants are: [SH:1][CH2:2][CH2:3][OH:4].[O:5]=[C:6]([C:15]1[CH:24]=[CH:23][C:18]2[NH:19][C:20](=[O:22])[NH:21][C:17]=2[CH:16]=1)[CH2:7]SCCC(OC)=O.C(=O)([O-])[O-].[K+].[K+]. (4) Given the product [Cl:1][C:2]1[C:7]2[CH2:8][N:9]([C:10]3[CH:19]=[C:18]4[C:13]([CH2:14][CH2:15][CH:16]([C:20]5[C:25]([F:26])=[CH:24][CH:23]=[CH:22][N:21]=5)[O:17]4)=[CH:12][C:11]=3[Cl:27])[C:29](=[O:34])[NH:28][C:6]=2[CH:5]=[CH:4][N:3]=1, predict the reactants needed to synthesize it. The reactants are: [Cl:1][C:2]1[C:7]([CH2:8][NH:9][C:10]2[CH:19]=[C:18]3[C:13]([CH2:14][CH2:15][CH:16]([C:20]4[C:25]([F:26])=[CH:24][CH:23]=[CH:22][N:21]=4)[O:17]3)=[CH:12][C:11]=2[Cl:27])=[C:6]([NH:28][C:29](=[O:34])C(C)(C)C)[CH:5]=[CH:4][N:3]=1.[OH-].[Na+].